This data is from Full USPTO retrosynthesis dataset with 1.9M reactions from patents (1976-2016). The task is: Predict the reactants needed to synthesize the given product. (1) Given the product [S:17]1[C:18]([C:8]2[CH:7]=[C:6]3[C:11](=[CH:10][CH:9]=2)[C:2]([Br:1])=[C:3]([O:13][CH2:14][C:15]#[N:16])[CH:4]=[CH:5]3)=[CH:19][C:20]2[CH:25]=[CH:24][CH:23]=[CH:22][C:21]1=2, predict the reactants needed to synthesize it. The reactants are: [Br:1][C:2]1[C:11]2[C:6](=[CH:7][C:8](Br)=[CH:9][CH:10]=2)[CH:5]=[CH:4][C:3]=1[O:13][CH2:14][C:15]#[N:16].[S:17]1[C:21]2[CH:22]=[CH:23][CH:24]=[CH:25][C:20]=2[CH:19]=[C:18]1B(O)O.C(=O)([O-])[O-].[K+].[K+].Cl. (2) Given the product [CH2:1]([O:8][C:16]1[CH:21]=[CH:20][C:19]([C:22](=[O:24])[CH3:23])=[CH:18][C:17]=1[C:25]([F:26])([F:27])[F:28])[C:2]1[CH:7]=[CH:6][CH:5]=[CH:4][CH:3]=1, predict the reactants needed to synthesize it. The reactants are: [CH2:1]([OH:8])[C:2]1[CH:7]=[CH:6][CH:5]=[CH:4][CH:3]=1.CC([O-])(C)C.[K+].F[C:16]1[CH:21]=[CH:20][C:19]([C:22](=[O:24])[CH3:23])=[CH:18][C:17]=1[C:25]([F:28])([F:27])[F:26]. (3) Given the product [F:16][C:15]([F:18])([F:17])[C:14](=[O:13])[CH2:9][C:8]([C:5]1[CH:6]=[CH:7][C:2]([CH3:1])=[CH:3][CH:4]=1)=[O:10], predict the reactants needed to synthesize it. The reactants are: [CH3:1][C:2]1[CH:7]=[CH:6][C:5]([C:8](=[O:10])[CH3:9])=[CH:4][CH:3]=1.C([O:13][C:14](=O)[C:15]([F:18])([F:17])[F:16])C. (4) Given the product [CH2:52]([N:5]([CH2:4][C:3]([O:2][CH3:1])=[O:50])[CH2:6][CH2:7][NH:8][C:9]([C@:11]12[CH2:46][CH2:45][C@@H:44]([C:47]([CH3:49])=[CH2:48])[C@@H:12]1[C@@H:13]1[C@@:26]([CH3:29])([CH2:27][CH2:28]2)[C@@:25]2([CH3:30])[C@@H:16]([C@:17]3([CH3:43])[C@@H:22]([CH2:23][CH2:24]2)[C:21]([CH3:32])([CH3:31])[C:20]([C:33]2[CH:34]=[CH:35][C:36]([C:37]([O:39][CH3:40])=[O:38])=[CH:41][CH:42]=2)=[CH:19][CH2:18]3)[CH2:15][CH2:14]1)=[O:10])[CH3:53], predict the reactants needed to synthesize it. The reactants are: [CH3:1][O:2][C:3](=[O:50])[CH2:4][NH:5][CH2:6][CH2:7][NH:8][C:9]([C@:11]12[CH2:46][CH2:45][C@@H:44]([C:47]([CH3:49])=[CH2:48])[C@@H:12]1[C@@H:13]1[C@@:26]([CH3:29])([CH2:27][CH2:28]2)[C@@:25]2([CH3:30])[C@@H:16]([C@:17]3([CH3:43])[C@@H:22]([CH2:23][CH2:24]2)[C:21]([CH3:32])([CH3:31])[C:20]([C:33]2[CH:42]=[CH:41][C:36]([C:37]([O:39][CH3:40])=[O:38])=[CH:35][CH:34]=2)=[CH:19][CH2:18]3)[CH2:15][CH2:14]1)=[O:10].I[CH2:52][CH3:53].C(=O)([O-])[O-].[K+].[K+]. (5) Given the product [Cl:1][C:2]1[CH:11]=[C:10]([CH:12]([NH2:36])[CH3:13])[C:9]([N:15]2[CH2:20][CH2:19][N:18]([C:21]([C:23]3[C:24]([CH3:29])=[N:25][O:26][C:27]=3[CH3:28])=[O:22])[CH2:17][CH2:16]2)=[C:8]2[C:3]=1[CH:4]=[CH:5][CH:6]=[N:7]2, predict the reactants needed to synthesize it. The reactants are: [Cl:1][C:2]1[CH:11]=[C:10]([C:12](=O)[CH3:13])[C:9]([N:15]2[CH2:20][CH2:19][N:18]([C:21]([C:23]3[C:24]([CH3:29])=[N:25][O:26][C:27]=3[CH3:28])=[O:22])[CH2:17][CH2:16]2)=[C:8]2[C:3]=1[CH:4]=[CH:5][CH:6]=[N:7]2.C([O-])(=O)C.[NH4+].C([BH3-])#[N:36].[Na+].O1CCCC1. (6) Given the product [CH:3]1([CH2:6][O:7][C:8]2[CH:9]=[CH:10][CH:11]=[C:12]3[C:17]=2[N:16]=[C:15]([C:18]2[N:22]4[CH:23]=[C:24]([CH:27]([N:32]5[CH2:36][CH2:35][C@H:34]([NH:37][CH:41]([CH3:43])[CH3:42])[CH2:33]5)[C:28]([F:29])([F:31])[F:30])[CH:25]=[CH:26][C:21]4=[N:20][N:19]=2)[CH:14]=[CH:13]3)[CH2:5][CH2:4]1, predict the reactants needed to synthesize it. The reactants are: Cl.Cl.[CH:3]1([CH2:6][O:7][C:8]2[CH:9]=[CH:10][CH:11]=[C:12]3[C:17]=2[N:16]=[C:15]([C:18]2[N:22]4[CH:23]=[C:24]([CH:27]([N:32]5[CH2:36][CH2:35][C@H:34]([NH2:37])[CH2:33]5)[C:28]([F:31])([F:30])[F:29])[CH:25]=[CH:26][C:21]4=[N:20][N:19]=2)[CH:14]=[CH:13]3)[CH2:5][CH2:4]1.CCN(C(C)C)[CH:41]([CH3:43])[CH3:42].C(OC)(OC)OC.CC(C)=O.[BH4-].[Na+].C(=O)(O)[O-].[Na+]. (7) Given the product [Cl:1][C:2]1[CH:32]=[CH:31][C:5]([CH2:6][N:7]2[CH:8]=[C:9]([C:14]3[CH:15]=[CH:16][C:17]([O:18][CH2:19][CH2:20][NH2:21])=[CH:29][CH:30]=3)[CH:10]=[CH:11][C:12]2=[O:13])=[C:4]([F:33])[CH:3]=1, predict the reactants needed to synthesize it. The reactants are: [Cl:1][C:2]1[CH:32]=[CH:31][C:5]([CH2:6][N:7]2[C:12](=[O:13])[CH:11]=[CH:10][C:9]([C:14]3[CH:30]=[CH:29][C:17]([O:18][CH2:19][CH2:20][NH:21]C(=O)OC(C)(C)C)=[CH:16][CH:15]=3)=[CH:8]2)=[C:4]([F:33])[CH:3]=1. (8) Given the product [I:1][C:2]1[C:10]2[CH:9]=[N:8][CH:7]=[N:6][C:5]=2[N:4]([CH:18]([CH3:20])[CH3:19])[CH:3]=1, predict the reactants needed to synthesize it. The reactants are: [I:1][C:2]1[C:10]2[CH:9]=[N:8][CH:7]=[N:6][C:5]=2[NH:4][CH:3]=1.C(=O)([O-])[O-].[Cs+].[Cs+].I[CH:18]([CH3:20])[CH3:19].[Cl-].[NH4+].